Task: Predict the reactants needed to synthesize the given product.. Dataset: Full USPTO retrosynthesis dataset with 1.9M reactions from patents (1976-2016) Given the product [N:47]1([CH2:48][C@@H:67]2[C@H:64]([NH:63][C:13](=[O:15])/[C:12](=[N:11]\[O:10][C:7]([CH3:8])([CH3:9])[C:6]([O:5][C:1]([CH3:3])([CH3:4])[CH3:2])=[O:29])/[C:16]3[N:17]=[C:18]([NH:21][C:22]([O:24][C:25]([CH3:28])([CH3:27])[CH3:26])=[O:23])[S:19][CH:20]=3)[C:65](=[O:68])[NH:66]2)[CH:36]=[N:32][CH:33]=[N:55]1, predict the reactants needed to synthesize it. The reactants are: [C:1]([O:5][C:6](=[O:29])[C:7]([O:10]/[N:11]=[C:12](/[C:16]1[N:17]=[C:18]([NH:21][C:22]([O:24][C:25]([CH3:28])([CH3:27])[CH3:26])=[O:23])[S:19][CH:20]=1)\[C:13]([OH:15])=O)([CH3:9])[CH3:8])([CH3:4])([CH3:3])[CH3:2].CC[N:32]([CH:36](C)C)[CH:33](C)C.CN(C(O[N:47]1[N:55]=NC2C=CC=N[C:48]1=2)=[N+](C)C)C.F[P-](F)(F)(F)(F)F.[NH2:63][CH:64]1[CH2:67][NH:66][C:65]1=[O:68].